From a dataset of Full USPTO retrosynthesis dataset with 1.9M reactions from patents (1976-2016). Predict the reactants needed to synthesize the given product. Given the product [C:17]([C:14]([C:11]([F:12])=[O:10])([F:16])[F:15])([F:20])([F:19])[F:18], predict the reactants needed to synthesize it. The reactants are: C(C(C([O:10][C:11]([C:14]([C:17]([F:20])([F:19])[F:18])([F:16])[F:15])(F)[F:12])=O)(F)F)(F)(F)F.ClC(F)=C(F)F.